From a dataset of Full USPTO retrosynthesis dataset with 1.9M reactions from patents (1976-2016). Predict the reactants needed to synthesize the given product. (1) Given the product [CH3:1][O:2][C:3]1[CH:8]=[CH:7][C:6]([NH2:9])=[CH:5][C:4]=1[S:20]([N:23]1[CH2:28][CH2:27][CH:26]([N:29]2[CH2:34][CH2:33][CH:32]([CH3:35])[CH2:31][CH2:30]2)[CH2:25][CH2:24]1)(=[O:21])=[O:22], predict the reactants needed to synthesize it. The reactants are: [CH3:1][O:2][C:3]1[CH:8]=[CH:7][C:6]([NH:9]C(=O)OCC2C=CC=CC=2)=[CH:5][C:4]=1[S:20]([N:23]1[CH2:28][CH2:27][CH:26]([N:29]2[CH2:34][CH2:33][CH:32]([CH3:35])[CH2:31][CH2:30]2)[CH2:25][CH2:24]1)(=[O:22])=[O:21]. (2) The reactants are: C(N(CC)CC)C.[C:8]1([CH3:18])[CH:13]=[CH:12][C:11]([S:14](Cl)(=[O:16])=[O:15])=[CH:10][CH:9]=1.[F:19][C:20]1[CH:25]=[CH:24][C:23]([CH2:26][C:27]2[C:36]3[C:31](=[CH:32][CH:33]=[CH:34][CH:35]=3)[C:30](=[O:37])[NH:29][N:28]=2)=[CH:22][C:21]=1[C:38]([N:40]1[CH2:45][CH2:44][NH:43][CH2:42][CH:41]1[C:46](=[O:53])[CH2:47][CH2:48][CH2:49][CH2:50][CH2:51]O)=[O:39]. Given the product [F:19][C:20]1[CH:25]=[CH:24][C:23]([CH2:26][C:27]2[C:36]3[C:31](=[CH:32][CH:33]=[CH:34][CH:35]=3)[C:30](=[O:37])[NH:29][N:28]=2)=[CH:22][C:21]=1[C:38]([N:40]1[CH2:45][CH2:44][NH:43][CH2:42][CH:41]1[C:46](=[O:53])[CH2:47][CH2:48][CH2:49][CH2:50][CH2:51][S:14]([C:11]1[CH:12]=[CH:13][C:8]([CH3:18])=[CH:9][CH:10]=1)(=[O:16])=[O:15])=[O:39], predict the reactants needed to synthesize it. (3) Given the product [CH3:27][O:28][C:29](=[O:38])[C:30]1[CH:35]=[CH:34][C:33]([CH2:36][NH:37][C:5](=[O:6])[C:4]2[CH:8]=[CH:9][C:10]([CH:11]([CH3:25])[C:12]([C:18]3[CH:23]=[CH:22][N:21]=[C:20]([Cl:24])[CH:19]=3)([OH:17])[C:13]([F:16])([F:14])[F:15])=[C:2]([Cl:1])[CH:3]=2)=[CH:32][CH:31]=1, predict the reactants needed to synthesize it. The reactants are: [Cl:1][C:2]1[CH:3]=[C:4]([CH:8]=[CH:9][C:10]=1[CH:11]([CH3:25])[C:12]([C:18]1[CH:23]=[CH:22][N:21]=[C:20]([Cl:24])[CH:19]=1)([OH:17])[C:13]([F:16])([F:15])[F:14])[C:5](O)=[O:6].Cl.[CH3:27][O:28][C:29](=[O:38])[C:30]1[CH:35]=[CH:34][C:33]([CH2:36][NH2:37])=[CH:32][CH:31]=1.CN(C(ON1N=NC2C=CC=CC1=2)=[N+](C)C)C.F[P-](F)(F)(F)(F)F. (4) Given the product [CH2:11]([C:9]1[S:8][C:6]2[N:7]=[C:2]([S:32][CH2:31][C:30]([NH:29][CH3:28])=[O:33])[N:3]=[C:4]([N:13]3[CH2:18][CH2:17][N:16]([C:19](=[O:27])[CH2:20][C:21]4[CH:26]=[CH:25][CH:24]=[CH:23][CH:22]=4)[CH2:15][CH2:14]3)[C:5]=2[CH:10]=1)[CH3:12], predict the reactants needed to synthesize it. The reactants are: Cl[C:2]1[N:3]=[C:4]([N:13]2[CH2:18][CH2:17][N:16]([C:19](=[O:27])[CH2:20][C:21]3[CH:26]=[CH:25][CH:24]=[CH:23][CH:22]=3)[CH2:15][CH2:14]2)[C:5]2[CH:10]=[C:9]([CH2:11][CH3:12])[S:8][C:6]=2[N:7]=1.[CH3:28][NH:29][C:30](=[O:33])[CH2:31][SH:32].